From a dataset of NCI-60 drug combinations with 297,098 pairs across 59 cell lines. Regression. Given two drug SMILES strings and cell line genomic features, predict the synergy score measuring deviation from expected non-interaction effect. (1) Drug 1: CC1C(C(CC(O1)OC2CC(OC(C2O)C)OC3=CC4=CC5=C(C(=O)C(C(C5)C(C(=O)C(C(C)O)O)OC)OC6CC(C(C(O6)C)O)OC7CC(C(C(O7)C)O)OC8CC(C(C(O8)C)O)(C)O)C(=C4C(=C3C)O)O)O)O. Drug 2: CC1C(C(CC(O1)OC2CC(CC3=C2C(=C4C(=C3O)C(=O)C5=C(C4=O)C(=CC=C5)OC)O)(C(=O)CO)O)N)O.Cl. Cell line: BT-549. Synergy scores: CSS=37.8, Synergy_ZIP=9.03, Synergy_Bliss=9.17, Synergy_Loewe=-0.223, Synergy_HSA=8.90. (2) Cell line: SF-268. Drug 1: C(CCl)NC(=O)N(CCCl)N=O. Drug 2: CC1C(C(CC(O1)OC2CC(CC3=C2C(=C4C(=C3O)C(=O)C5=C(C4=O)C(=CC=C5)OC)O)(C(=O)CO)O)N)O.Cl. Synergy scores: CSS=48.6, Synergy_ZIP=-5.62, Synergy_Bliss=-3.15, Synergy_Loewe=-13.9, Synergy_HSA=0.886. (3) Drug 1: C1=C(C(=O)NC(=O)N1)F. Drug 2: CC12CCC3C(C1CCC2O)C(CC4=C3C=CC(=C4)O)CCCCCCCCCS(=O)CCCC(C(F)(F)F)(F)F. Cell line: EKVX. Synergy scores: CSS=29.8, Synergy_ZIP=-0.159, Synergy_Bliss=-2.29, Synergy_Loewe=-0.496, Synergy_HSA=-0.698.